This data is from Full USPTO retrosynthesis dataset with 1.9M reactions from patents (1976-2016). The task is: Predict the reactants needed to synthesize the given product. (1) Given the product [Br:1][C:2]1[CH:3]=[CH:4][C:5]2[C:11]3[S:12][C:13]([C:15]4[N:17]([CH:18]([CH3:20])[CH3:19])[CH:28]=[N:30][N:31]=4)=[CH:14][C:10]=3[CH2:9][CH2:8][O:7][C:6]=2[CH:21]=1, predict the reactants needed to synthesize it. The reactants are: [Br:1][C:2]1[CH:3]=[CH:4][C:5]2[C:11]3[S:12][C:13]([C:15]([NH:17][CH:18]([CH3:20])[CH3:19])=O)=[CH:14][C:10]=3[CH2:9][CH2:8][O:7][C:6]=2[CH:21]=1.P(Cl)(Cl)(Cl)(Cl)Cl.[CH:28]([NH:30][NH2:31])=O.C(=O)([O-])[O-].[K+].[K+].C1(C)C=CC(S(O)(=O)=O)=CC=1. (2) Given the product [NH2:6][CH2:7][CH2:8][O:9][CH2:10][CH2:11][O:12][CH2:13][CH2:14][O:15][CH2:16][CH2:17][O:18][CH2:19][CH2:20][O:21][CH2:22][CH2:23][O:24][CH2:25][CH2:26][O:27][CH2:28][CH2:29][O:30][CH2:31][CH2:32][O:33][CH2:34][CH2:35][O:36][CH2:37][CH2:38][O:39][CH2:40][CH2:41][NH:42][C:43]([C:45]([CH2:62][CH2:63][CH2:64][CH2:65][CH2:66][CH2:67][CH2:68][CH2:69][CH2:70][CH2:71][CH3:72])([CH2:49][CH2:50][CH2:51][CH2:52][CH2:53][CH2:54][CH2:55][CH2:56][CH2:57][CH2:58][C:59]([OH:61])=[O:60])[C:46]([OH:48])=[O:47])=[O:44], predict the reactants needed to synthesize it. The reactants are: CC(C)(OC(=O)[NH:6][CH2:7][CH2:8][O:9][CH2:10][CH2:11][O:12][CH2:13][CH2:14][O:15][CH2:16][CH2:17][O:18][CH2:19][CH2:20][O:21][CH2:22][CH2:23][O:24][CH2:25][CH2:26][O:27][CH2:28][CH2:29][O:30][CH2:31][CH2:32][O:33][CH2:34][CH2:35][O:36][CH2:37][CH2:38][O:39][CH2:40][CH2:41][NH:42][C:43]([C:45]([CH2:62][CH2:63][CH2:64][CH2:65][CH2:66][CH2:67][CH2:68][CH2:69][CH2:70][CH2:71][CH3:72])([CH2:49][CH2:50][CH2:51][CH2:52][CH2:53][CH2:54][CH2:55][CH2:56][CH2:57][CH2:58][C:59]([OH:61])=[O:60])[C:46]([OH:48])=[O:47])=[O:44])C.FC(F)(F)C(O)=O.O.C(#N)C. (3) Given the product [CH2:9](/[C:4](=[CH:3]\[C:2](=[O:1])[CH3:8])/[C:5]([NH2:14])=[O:7])[CH3:10], predict the reactants needed to synthesize it. The reactants are: [O:1]=[C:2]([CH3:8])/[CH:3]=[CH:4]/[C:5]([OH:7])=O.[CH2:9](N)[CH3:10].CC[N:14]=C=NCCCN(C)C.Cl. (4) Given the product [C:1]([C@@H:3]([NH:5][C:6](=[O:12])[C:22]1[CH:21]=[CH:20][C:19]([CH2:13][CH2:14][CH2:15][CH2:16][CH2:17][CH3:18])=[CH:27][CH:26]=1)[CH3:4])#[N:2], predict the reactants needed to synthesize it. The reactants are: [C:1]([C@@H:3]([NH:5][C:6](=[O:12])OC(C)(C)C)[CH3:4])#[N:2].[CH2:13]([C:19]1[CH:27]=[CH:26][C:22](C(O)=O)=[CH:21][CH:20]=1)[CH2:14][CH2:15][CH2:16][CH2:17][CH3:18]. (5) Given the product [CH3:1][O:2][C:3]1[CH:4]=[C:5]2[C:9](=[CH:10][CH:11]=1)[N:8]([CH3:17])[C:7]([C:12]([O:14][CH2:15][CH3:16])=[O:13])=[CH:6]2, predict the reactants needed to synthesize it. The reactants are: [CH3:1][O:2][C:3]1[CH:4]=[C:5]2[C:9](=[CH:10][CH:11]=1)[NH:8][C:7]([C:12]([O:14][CH2:15][CH3:16])=[O:13])=[CH:6]2.[C:17](=O)([O-])[O-].[K+].[K+].S(OC)(OC)(=O)=O. (6) The reactants are: [NH2:1][CH:2]([CH2:8][C:9]1[C:14]([NH:15][C:16]([O:18][C:19]([CH3:22])([CH3:21])[CH3:20])=[O:17])=[CH:13][CH:12]=[C:11]([C:23]2[CH:28]=[CH:27][CH:26]=[CH:25][CH:24]=2)[N:10]=1)[C:3]([O:5][CH2:6][CH3:7])=[O:4].[CH2:29]([O:36][C:37](ON1C(=O)CCC1=O)=[O:38])[C:30]1[CH:35]=[CH:34][CH:33]=[CH:32][CH:31]=1. Given the product [CH2:29]([O:36][C:37]([NH:1][CH:2]([CH2:8][C:9]1[C:14]([NH:15][C:16]([O:18][C:19]([CH3:22])([CH3:21])[CH3:20])=[O:17])=[CH:13][CH:12]=[C:11]([C:23]2[CH:24]=[CH:25][CH:26]=[CH:27][CH:28]=2)[N:10]=1)[C:3]([O:5][CH2:6][CH3:7])=[O:4])=[O:38])[C:30]1[CH:35]=[CH:34][CH:33]=[CH:32][CH:31]=1, predict the reactants needed to synthesize it. (7) Given the product [Cl:11][C:8]1([C:3]2([CH2:4][CH2:5][CH:6]=[CH2:13])[CH2:2][O:7]2)[CH2:10][CH2:9]1, predict the reactants needed to synthesize it. The reactants are: Cl[CH2:2][C:3]([C:8]1([Cl:11])[CH2:10][CH2:9]1)([OH:7])[CH2:4][CH:5]=[CH2:6].[Br-].[CH3:13][S+](C)(C)=O.C(O)COCCO.[OH-].[K+]. (8) The reactants are: [Cl:1][C:2]1[N:7]=[C:6](Cl)[C:5](I)=[CH:4][N:3]=1.[N:10]1([CH2:15][CH2:16][CH2:17][NH2:18])[CH:14]=[CH:13][N:12]=[CH:11]1.CC1(C)C(C)(C)OB([C:27]2[S:28][CH:29]=[CH:30][CH:31]=2)O1. Given the product [Cl:1][C:2]1[N:7]=[C:6]([CH:15]([N:10]2[CH:14]=[CH:13][N:12]=[CH:11]2)[CH2:16][CH2:17][NH2:18])[C:5]([C:27]2[S:28][CH:29]=[CH:30][CH:31]=2)=[CH:4][N:3]=1, predict the reactants needed to synthesize it.